This data is from Experimentally validated miRNA-target interactions with 360,000+ pairs, plus equal number of negative samples. The task is: Binary Classification. Given a miRNA mature sequence and a target amino acid sequence, predict their likelihood of interaction. (1) The miRNA is hsa-miR-219a-5p with sequence UGAUUGUCCAAACGCAAUUCU. The protein sequence of the target gene is MAGSSAEQAADYRSILSISDEAARVQALDQHLSTRSYIQGYSLSQADVDVFRQLSAPPADSRLFHVARWFRHIEALLGGPQGRDEPCRLQASKGRRVQPQWSPPAGTEPCRLRLYNSLTRNKDVFIPQDGKKVTWYCCGPTVYDASHMGHARSYISFDILRRVLRDYFQYDVFYCMNITDIDDKIIRRARQNYLFEQYREQKPPATQLLKDVRDAMKPFSVKLSETTDPDKRQMLERIQNSVKLATEPLEQAVRSSLSGEEVDSKVQVLLEEAKDLLSDWLDSTGGSEVTDNSIFSKLPK.... Result: 0 (no interaction). (2) The miRNA is mmu-miR-301b-3p with sequence CAGUGCAAUGGUAUUGUCAAAGC. The protein sequence of the target gene is MEPISVSIYTSDNYSEEVGSGDYDSNKEPCFRDENVHFNRIFLPTIYFIIFLTGIVGNGLVILVMGYQKKLRSMTDKYRLHLSVADLLFVITLPFWAVDAMADWYFGKFLCKAVHIIYTVNLYSSVLILAFISLDRYLAIVHATNSQRPRKLLAEKAVYVGVWIPALLLTIPDFIFADVSQGDISQGDDRYICDRLYPDSLWMVVFQFQHIMVGLILPGIVILSCYCIIISKLSHSKGHQKRKALKTTVILILAFFACWLPYYVGISIDSFILLGVIKQGCDFESIVHKWISITEALAFF.... Result: 0 (no interaction). (3) The miRNA is mmu-miR-149-5p with sequence UCUGGCUCCGUGUCUUCACUCCC. The protein sequence of the target gene is MRSRSNSGVRLDGYARLVHQTILCHQNPVTGLLPASYDQKDAWVRDNVYSILAVWGLGLAYRKNADRDEDKAKAYELEQSVVKLMRGLLHCMIRQVDKVESFKYSQSTKDSLHAKYNTKTCATVVGDDQWGHLQLDATSVYLLFLAQMTASGLHIIHSLDEVNFIQNLVFYIEAAYKTADFGIWERGDKTNQGISELNASSVGMAKAALEALDELDLFGVKGGPQSVIHVLADEVQHCQSILNSLLPRASTSKEVDASLLSVVSFPAFAVEDSHLVELTKQEIITKLQGRYGCCRFLRDG.... Result: 1 (interaction). (4) The miRNA is hsa-miR-548av-3p with sequence AAAACUGCAGUUACUUUUGC. The protein sequence of the target gene is MDPGQPQPQQPPQAAQPPAPQQAAPQPPGAGSGAPGGAAQPPGAGPPPAGHQIVHVRGDSETDLEALFNAVMNPKGANVPHTLPMRLRKLPDSFFKPPEPKAHSRQASTDAGTAGALTPQHVRAHSSPASLQLGAVSPGTLTPSGVVTGPGAPSSQHLRQSSFEIPDDVPLPPGWEMAKTPSGQRYFLNHIDQTTTWQDPRKAMLSQMNVTAPTSPPVQQNLMNSASAMNQRISQSAPVKQPPPLAPQSPQGGVMGGSSSNQQQQMRLQQLQMEKERLRLKHQELLRQELALRSQLPTME.... Result: 0 (no interaction).